This data is from Catalyst prediction with 721,799 reactions and 888 catalyst types from USPTO. The task is: Predict which catalyst facilitates the given reaction. Reactant: [CH:1]([C:3]1[CH:4]=[CH:5][C:6]([NH:9][C:10](=[O:15])[C:11]([CH3:14])([CH3:13])[CH3:12])=[N:7][CH:8]=1)=[O:2].[BH4-].[Na+]. Product: [OH:2][CH2:1][C:3]1[CH:4]=[CH:5][C:6]([NH:9][C:10](=[O:15])[C:11]([CH3:13])([CH3:12])[CH3:14])=[N:7][CH:8]=1. The catalyst class is: 5.